This data is from Forward reaction prediction with 1.9M reactions from USPTO patents (1976-2016). The task is: Predict the product of the given reaction. (1) Given the reactants Br[C:2]1[C:7]([NH2:8])=[C:6]([Cl:9])[CH:5]=[CH:4][N:3]=1.[CH3:10]B1OB(C)OB(C)O1.C([O-])([O-])=O.[K+].[K+].O1CCOCC1, predict the reaction product. The product is: [Cl:9][C:6]1[CH:5]=[CH:4][N:3]=[C:2]([CH3:10])[C:7]=1[NH2:8]. (2) Given the reactants [O:1]=[S:2]1(=[O:19])[CH2:6][CH2:5][CH2:4][N:3]1[CH2:7][C:8]1[CH:17]=[CH:16][C:11]([C:12]([O:14]C)=O)=[C:10]([F:18])[CH:9]=1.[CH3:20][C:21]1[C:22]([N:28]2[CH2:33][CH2:32][NH:31][CH2:30][CH2:29]2)=[N:23][CH:24]=[C:25]([CH3:27])[CH:26]=1, predict the reaction product. The product is: [CH3:20][C:21]1[C:22]([N:28]2[CH2:29][CH2:30][N:31]([C:12]([C:11]3[CH:16]=[CH:17][C:8]([CH2:7][N:3]4[CH2:4][CH2:5][CH2:6][S:2]4(=[O:1])=[O:19])=[CH:9][C:10]=3[F:18])=[O:14])[CH2:32][CH2:33]2)=[N:23][CH:24]=[C:25]([CH3:27])[CH:26]=1. (3) Given the reactants [ClH:1].N[C@H]1CCN([C@H](C(N2CCOCC2)=O)C(C)C)C1=O.[N:21]1([C:27](=[O:49])[CH:28]([N:35]2[CH2:39][CH2:38][C@H:37]([NH:40]C(=O)OC(C)(C)C)[C:36]2=[O:48])[CH:29]2[CH2:34][CH2:33][O:32][CH2:31][CH2:30]2)[CH2:26][CH2:25][O:24][CH2:23][CH2:22]1, predict the reaction product. The product is: [ClH:1].[NH2:40][C@H:37]1[CH2:38][CH2:39][N:35]([CH:28]([CH:29]2[CH2:34][CH2:33][O:32][CH2:31][CH2:30]2)[C:27]([N:21]2[CH2:26][CH2:25][O:24][CH2:23][CH2:22]2)=[O:49])[C:36]1=[O:48].